This data is from Reaction yield outcomes from USPTO patents with 853,638 reactions. The task is: Predict the reaction yield, written as a fraction of the theoretical maximum amount of product (1.0 means a 100% yield; for example, 0.34 means a 34% yield). (1) The reactants are [O:1]1[C:6]2[CH:7]=[CH:8][C:9]([CH2:11][NH:12][C:13]3[CH:14]=[C:15]([CH:18]=[CH:19][C:20]=3[F:21])[C:16]#[N:17])=[CH:10][C:5]=2[O:4][CH2:3][CH2:2]1.[C:22](Cl)(=[O:25])[CH2:23][CH3:24]. No catalyst specified. The product is [C:16]([C:15]1[CH:18]=[CH:19][C:20]([F:21])=[C:13]([N:12]([CH2:11][C:9]2[CH:8]=[CH:7][C:6]3[O:1][CH2:2][CH2:3][O:4][C:5]=3[CH:10]=2)[C:22](=[O:25])[CH2:23][CH3:24])[CH:14]=1)#[N:17]. The yield is 0.820. (2) The reactants are [F:1][C:2]1[CH:34]=[CH:33][C:5]([CH2:6][C:7]2[S:11][C:10]([NH:12][C:13](=[O:24])[C:14]3[CH:19]=[CH:18][C:17]([O:20]C)=[C:16]([O:22]C)[CH:15]=3)=[N:9][C:8]=2[C:25]2[CH:30]=[CH:29][C:28]([O:31]C)=[CH:27][CH:26]=2)=[CH:4][CH:3]=1.B(Br)(Br)Br. No catalyst specified. The product is [F:1][C:2]1[CH:3]=[CH:4][C:5]([CH2:6][C:7]2[S:11][C:10]([NH:12][C:13](=[O:24])[C:14]3[CH:19]=[CH:18][C:17]([OH:20])=[C:16]([OH:22])[CH:15]=3)=[N:9][C:8]=2[C:25]2[CH:30]=[CH:29][C:28]([OH:31])=[CH:27][CH:26]=2)=[CH:33][CH:34]=1. The yield is 0.644. (3) The reactants are [C:1]([N:4]([CH2:6][C:7]([OH:9])=[O:8])[CH3:5])(=O)C.[P:10]([OH:13])([OH:12])[OH:11].Cl.C=O. No catalyst specified. The product is [P:10]([CH2:1][N:4]([CH3:5])[CH2:6][C:7]([OH:9])=[O:8])([OH:13])([OH:12])=[O:11]. The yield is 0.990. (4) The reactants are [C:1]([N:8]1[CH2:13][CH2:12][C:11](=[O:14])[CH2:10][CH2:9]1)([O:3][C:4]([CH3:7])([CH3:6])[CH3:5])=[O:2].[CH3:15][Mg+].[Br-].[NH4+].[Cl-]. The catalyst is C1COCC1. The product is [OH:14][C:11]1([CH3:15])[CH2:12][CH2:13][N:8]([C:1]([O:3][C:4]([CH3:7])([CH3:6])[CH3:5])=[O:2])[CH2:9][CH2:10]1. The yield is 0.920. (5) The reactants are [NH2:1][C:2]1[CH:3]=[C:4]([C:8]2[C:16]3[C:11](=[CH:12][CH:13]=[C:14]([C:17]([NH2:19])=[O:18])[CH:15]=3)[N:10](C3CCCCO3)[N:9]=2)[CH:5]=[CH:6][CH:7]=1.[S:26]1[CH:30]=[CH:29][CH:28]=[C:27]1[C:31](O)=[O:32].CCN=C=NCCCN(C)C. No catalyst specified. The product is [S:26]1[CH:30]=[CH:29][CH:28]=[C:27]1[C:31]([NH:1][C:2]1[CH:3]=[C:4]([C:8]2[C:16]3[C:11](=[CH:12][CH:13]=[C:14]([C:17]([NH2:19])=[O:18])[CH:15]=3)[NH:10][N:9]=2)[CH:5]=[CH:6][CH:7]=1)=[O:32]. The yield is 0.260. (6) The yield is 0.640. The reactants are [N:1]1([C:7]2[CH:12]=[CH:11][C:10]([NH:13][C:14]([C:16]3[O:17][C:18]4[C:23]([C:24](=[O:26])[CH:25]=3)=[CH:22][C:21]([O:27][CH3:28])=[CH:20][C:19]=4[N:29]3[CH2:34][CH2:33][N:32](C)[CH2:31][CH2:30]3)=[O:15])=[CH:9][CH:8]=2)[CH2:6][CH2:5][O:4][CH2:3][CH2:2]1.ClC(OC(Cl)C)=O.[I-].[Na+]. The product is [N:1]1([C:7]2[CH:8]=[CH:9][C:10]([NH:13][C:14]([C:16]3[O:17][C:18]4[C:23]([C:24](=[O:26])[CH:25]=3)=[CH:22][C:21]([O:27][CH3:28])=[CH:20][C:19]=4[N:29]3[CH2:30][CH2:31][NH:32][CH2:33][CH2:34]3)=[O:15])=[CH:11][CH:12]=2)[CH2:6][CH2:5][O:4][CH2:3][CH2:2]1. The catalyst is ClCCCl. (7) The reactants are [S:1]([N:11]1[C:15]2=[N:16][CH:17]=[C:18]([NH:20][NH:21][C:22]([C@@H:24]3[CH2:28][CH2:27][C@H:26]([NH:29][C:30](=[O:36])[O:31][C:32]([CH3:35])([CH3:34])[CH3:33])[CH2:25]3)=O)[N:19]=[C:14]2[CH:13]=[CH:12]1)([C:4]1[CH:10]=[CH:9][C:7]([CH3:8])=[CH:6][CH:5]=1)(=[O:3])=[O:2].C1(C(O)=O)CCCC1.O=S(Cl)Cl.CCOC(C)=O. The catalyst is O1CCOCC1.O. The product is [C:32]([O:31][C:30](=[O:36])[NH:29][C@H:26]1[CH2:27][CH2:28][C@@H:24]([C:22]2[N:19]3[C:14]4[CH:13]=[CH:12][N:11]([S:1]([C:4]5[CH:10]=[CH:9][C:7]([CH3:8])=[CH:6][CH:5]=5)(=[O:2])=[O:3])[C:15]=4[N:16]=[CH:17][C:18]3=[N:20][N:21]=2)[CH2:25]1)([CH3:34])([CH3:35])[CH3:33]. The yield is 0.850.